From a dataset of Catalyst prediction with 721,799 reactions and 888 catalyst types from USPTO. Predict which catalyst facilitates the given reaction. (1) Reactant: [F:1][C:2]([F:28])([F:27])[C:3]1[CH:22]=[C:21]([C:23]([F:26])([F:25])[F:24])[CH:20]=[CH:19][C:4]=1[CH2:5][O:6][C:7]1[CH:14]=[CH:13][C:10]([CH:11]=O)=[CH:9][C:8]=1[O:15][CH2:16][CH2:17][CH3:18].[CH3:29][NH:30][C:31]1[CH2:35][S:34][C:33](=[O:36])[N:32]=1.CC(C)([O-])C.[K+].O. Product: [F:1][C:2]([F:27])([F:28])[C:3]1[CH:22]=[C:21]([C:23]([F:26])([F:25])[F:24])[CH:20]=[CH:19][C:4]=1[CH2:5][O:6][C:7]1[CH:14]=[CH:13][C:10](/[CH:11]=[C:35]2/[C:31]([NH:30][CH3:29])=[N:32][C:33](=[O:36])[S:34]/2)=[CH:9][C:8]=1[O:15][CH2:16][CH2:17][CH3:18]. The catalyst class is: 8. (2) Reactant: [Cl:1][C:2]1[N:7]=[C:6]([N:8]([CH2:10][C:11]2[O:12][CH:13]=[CH:14][CH:15]=2)[CH3:9])[C:5]([F:16])=[C:4]([NH:17][NH2:18])[N:3]=1.[CH:19]1([CH2:24][C@H:25]([CH2:29][N:30]([CH:38]=[O:39])[O:31][CH:32]2[CH2:37][CH2:36][CH2:35][CH2:34][O:33]2)[C:26](O)=[O:27])[CH2:23][CH2:22][CH2:21][CH2:20]1.CN1CCOCC1.C1C=NC2N(O)N=NC=2C=1.C(Cl)CCl. Product: [Cl:1][C:2]1[N:3]=[C:4]([NH:17][NH:18][C:26](=[O:27])[C@H:25]([CH2:24][CH:19]2[CH2:20][CH2:21][CH2:22][CH2:23]2)[CH2:29][N:30]([O:31][CH:32]2[CH2:37][CH2:36][CH2:35][CH2:34][O:33]2)[CH:38]=[O:39])[C:5]([F:16])=[C:6]([N:8]([CH2:10][C:11]2[O:12][CH:13]=[CH:14][CH:15]=2)[CH3:9])[N:7]=1. The catalyst class is: 3. (3) Reactant: [Cl:1][C:2]1[CH:26]=[CH:25][C:5]([C:6]([NH:8][CH:9]([C:19]2[CH:24]=[CH:23][CH:22]=[CH:21][CH:20]=2)[CH2:10][NH:11][C:12](=[O:18])[O:13][C:14]([CH3:17])([CH3:16])[CH3:15])=[O:7])=[CH:4][C:3]=1[NH:27][C:28]([C:30]1[C:43](=[O:44])[NH:42][C:33]2[N:34]=[C:35](S(C)(=O)=O)[N:36]=[CH:37][C:32]=2[CH:31]=1)=[O:29].CN(C=O)C.[CH3:50][N:51]1[CH2:56][CH2:55][N:54]([CH2:57][CH2:58][CH2:59][NH2:60])[CH2:53][CH2:52]1. Product: [Cl:1][C:2]1[CH:26]=[CH:25][C:5]([C:6]([NH:8][CH:9]([C:19]2[CH:24]=[CH:23][CH:22]=[CH:21][CH:20]=2)[CH2:10][NH:11][C:12](=[O:18])[O:13][C:14]([CH3:17])([CH3:16])[CH3:15])=[O:7])=[CH:4][C:3]=1[NH:27][C:28]([C:30]1[C:43](=[O:44])[NH:42][C:33]2[N:34]=[C:35]([NH:60][CH2:59][CH2:58][CH2:57][N:54]3[CH2:53][CH2:52][N:51]([CH3:50])[CH2:56][CH2:55]3)[N:36]=[CH:37][C:32]=2[CH:31]=1)=[O:29]. The catalyst class is: 6. (4) Reactant: [CH3:1][N:2]1[CH2:7][CH2:6][N:5]([NH:8][C:9]([C:11]2[S:15][C:14]([C:16]([O:18]C)=O)=[CH:13][CH:12]=2)=[O:10])[CH2:4][CH2:3]1.O.[NH2:21][NH2:22]. Product: [CH3:1][N:2]1[CH2:7][CH2:6][N:5]([NH:8][C:9]([C:11]2[S:15][C:14]([C:16]([NH:21][NH2:22])=[O:18])=[CH:13][CH:12]=2)=[O:10])[CH2:4][CH2:3]1. The catalyst class is: 8. (5) Reactant: F[C:2]1[CH:7]=[CH:6][CH:5]=[C:4]([F:8])[C:3]=1[N+:9]([O-:11])=[O:10].C(=O)([O-])[O-].[K+].[K+].[C:18]([O:25][CH3:26])(=[O:24])[CH2:19][C:20]([O:22][CH3:23])=[O:21]. Product: [F:8][C:4]1[C:3]([N+:9]([O-:11])=[O:10])=[C:2]([CH:19]([C:18]([O:25][CH3:26])=[O:24])[C:20]([O:22][CH3:23])=[O:21])[CH:7]=[CH:6][CH:5]=1. The catalyst class is: 9. (6) Product: [CH:13]([O:16][C:17]([N:19]1[CH2:24][CH2:23][CH:22]([O:25][C:26]2[C:31]([CH3:32])=[C:30]([O:12][C:3]3[CH:4]=[CH:5][C:6]([S:8]([CH3:11])(=[O:9])=[O:10])=[CH:7][C:2]=3[F:1])[N:29]=[CH:28][N:27]=2)[CH2:21][CH2:20]1)=[O:18])([CH3:15])[CH3:14]. The catalyst class is: 16. Reactant: [F:1][C:2]1[CH:7]=[C:6]([S:8]([CH3:11])(=[O:10])=[O:9])[CH:5]=[CH:4][C:3]=1[OH:12].[CH:13]([O:16][C:17]([N:19]1[CH2:24][CH2:23][CH:22]([O:25][C:26]2[C:31]([CH3:32])=[C:30](Cl)[N:29]=[CH:28][N:27]=2)[CH2:21][CH2:20]1)=[O:18])([CH3:15])[CH3:14].[I-].[K+].C(=O)([O-])[O-].[K+].[K+].